This data is from Full USPTO retrosynthesis dataset with 1.9M reactions from patents (1976-2016). The task is: Predict the reactants needed to synthesize the given product. (1) Given the product [NH2:1][C:4]1[N:5]=[CH:6][N:7]([CH2:10][CH2:11][OH:12])[CH:8]=1, predict the reactants needed to synthesize it. The reactants are: [N+:1]([C:4]1[N:5]=[CH:6][NH:7][CH:8]=1)([O-])=O.Br[CH2:10][CH2:11][OH:12]. (2) The reactants are: [H-].[Na+].[O:3]=[C:4]([CH2:12][C:13]1[CH:18]=[CH:17][CH:16]=[CH:15][CH:14]=1)[CH2:5]P(=O)(OC)OC.[CH3:19][O:20][C:21](=[O:37])[CH2:22][CH2:23][CH2:24][CH:25]=[CH:26][CH2:27][N:28]1[C:33](=[O:34])[CH2:32][CH2:31][CH2:30][C@@H:29]1[CH:35]=O. Given the product [CH3:19][O:20][C:21](=[O:37])[CH2:22][CH2:23][CH2:24][CH:25]=[CH:26][CH2:27][N:28]1[C@@H:29](/[CH:35]=[CH:5]/[C:4](=[O:3])[CH2:12][C:13]2[CH:14]=[CH:15][CH:16]=[CH:17][CH:18]=2)[CH2:30][CH2:31][CH2:32][C:33]1=[O:34], predict the reactants needed to synthesize it. (3) Given the product [CH2:1]([O:3][C:4]([C:6]1[C:7]2[CH2:18][CH2:17][CH:16]([CH2:19][C:20]3[CH:25]=[CH:24][CH:23]=[CH:22][CH:21]=3)[C:15](=[O:28])[C:8]=2[S:9][C:10]=1[NH:11][C:12](=[O:14])[CH3:13])=[O:5])[CH3:2], predict the reactants needed to synthesize it. The reactants are: [CH2:1]([O:3][C:4]([C:6]1[C:7]2[CH2:18][CH2:17][CH:16]([CH2:19][C:20]3[CH:25]=[CH:24][CH:23]=[CH:22][CH:21]=3)[CH2:15][C:8]=2[S:9][C:10]=1[NH:11][C:12](=[O:14])[CH3:13])=[O:5])[CH3:2].CC(O)=[O:28]. (4) Given the product [Cl:1][C:2]1[N:7]=[C:6]([NH:10][CH:11]2[CH2:16][CH2:15][CH2:14][CH:13]([CH2:17][N:18]3[C:19](=[O:28])[C:20]4[C:25](=[CH:24][CH:23]=[CH:22][CH:21]=4)[C:26]3=[O:27])[CH2:12]2)[C:5]([Cl:9])=[CH:4][N:3]=1, predict the reactants needed to synthesize it. The reactants are: [Cl:1][C:2]1[N:7]=[C:6](Cl)[C:5]([Cl:9])=[CH:4][N:3]=1.[NH2:10][CH:11]1[CH2:16][CH2:15][CH2:14][CH:13]([CH2:17][N:18]2[C:26](=[O:27])[C:25]3[C:20](=[CH:21][CH:22]=[CH:23][CH:24]=3)[C:19]2=[O:28])[CH2:12]1.